The task is: Regression. Given two drug SMILES strings and cell line genomic features, predict the synergy score measuring deviation from expected non-interaction effect.. This data is from NCI-60 drug combinations with 297,098 pairs across 59 cell lines. (1) Drug 1: C1=CC(=CC=C1CCC2=CNC3=C2C(=O)NC(=N3)N)C(=O)NC(CCC(=O)O)C(=O)O. Drug 2: B(C(CC(C)C)NC(=O)C(CC1=CC=CC=C1)NC(=O)C2=NC=CN=C2)(O)O. Cell line: SK-OV-3. Synergy scores: CSS=27.5, Synergy_ZIP=4.77, Synergy_Bliss=1.23, Synergy_Loewe=1.85, Synergy_HSA=1.80. (2) Drug 1: CCC1(CC2CC(C3=C(CCN(C2)C1)C4=CC=CC=C4N3)(C5=C(C=C6C(=C5)C78CCN9C7C(C=CC9)(C(C(C8N6C)(C(=O)OC)O)OC(=O)C)CC)OC)C(=O)OC)O. Drug 2: COCCOC1=C(C=C2C(=C1)C(=NC=N2)NC3=CC=CC(=C3)C#C)OCCOC. Cell line: UACC62. Synergy scores: CSS=65.5, Synergy_ZIP=5.96, Synergy_Bliss=4.95, Synergy_Loewe=7.29, Synergy_HSA=9.79. (3) Drug 1: CN(CCCl)CCCl.Cl. Drug 2: COC1=C2C(=CC3=C1OC=C3)C=CC(=O)O2. Cell line: EKVX. Synergy scores: CSS=0.781, Synergy_ZIP=0.0401, Synergy_Bliss=0.654, Synergy_Loewe=-3.25, Synergy_HSA=-1.63. (4) Drug 2: CC(C)CN1C=NC2=C1C3=CC=CC=C3N=C2N. Cell line: ACHN. Synergy scores: CSS=63.9, Synergy_ZIP=1.74, Synergy_Bliss=3.07, Synergy_Loewe=0.122, Synergy_HSA=4.03. Drug 1: CC1=C(N=C(N=C1N)C(CC(=O)N)NCC(C(=O)N)N)C(=O)NC(C(C2=CN=CN2)OC3C(C(C(C(O3)CO)O)O)OC4C(C(C(C(O4)CO)O)OC(=O)N)O)C(=O)NC(C)C(C(C)C(=O)NC(C(C)O)C(=O)NCCC5=NC(=CS5)C6=NC(=CS6)C(=O)NCCC[S+](C)C)O. (5) Drug 1: CN(C)C1=NC(=NC(=N1)N(C)C)N(C)C. Drug 2: CCCCC(=O)OCC(=O)C1(CC(C2=C(C1)C(=C3C(=C2O)C(=O)C4=C(C3=O)C=CC=C4OC)O)OC5CC(C(C(O5)C)O)NC(=O)C(F)(F)F)O. Cell line: UO-31. Synergy scores: CSS=-0.713, Synergy_ZIP=-2.24, Synergy_Bliss=-5.66, Synergy_Loewe=-14.8, Synergy_HSA=-7.19. (6) Drug 1: CCC1(CC2CC(C3=C(CCN(C2)C1)C4=CC=CC=C4N3)(C5=C(C=C6C(=C5)C78CCN9C7C(C=CC9)(C(C(C8N6C=O)(C(=O)OC)O)OC(=O)C)CC)OC)C(=O)OC)O.OS(=O)(=O)O. Drug 2: CN(CCCl)CCCl.Cl. Cell line: OVCAR-5. Synergy scores: CSS=16.5, Synergy_ZIP=-4.42, Synergy_Bliss=-2.19, Synergy_Loewe=-0.558, Synergy_HSA=-0.548. (7) Drug 1: CC1CCC2CC(C(=CC=CC=CC(CC(C(=O)C(C(C(=CC(C(=O)CC(OC(=O)C3CCCCN3C(=O)C(=O)C1(O2)O)C(C)CC4CCC(C(C4)OC)O)C)C)O)OC)C)C)C)OC. Drug 2: N.N.Cl[Pt+2]Cl. Cell line: HCT116. Synergy scores: CSS=44.8, Synergy_ZIP=-1.37, Synergy_Bliss=1.97, Synergy_Loewe=3.72, Synergy_HSA=6.20. (8) Drug 1: C1CCC(C(C1)N)N.C(=O)(C(=O)[O-])[O-].[Pt+4]. Drug 2: CCC1(C2=C(COC1=O)C(=O)N3CC4=CC5=C(C=CC(=C5CN(C)C)O)N=C4C3=C2)O.Cl. Cell line: SF-539. Synergy scores: CSS=24.3, Synergy_ZIP=-9.42, Synergy_Bliss=-3.74, Synergy_Loewe=-4.92, Synergy_HSA=-2.36. (9) Drug 1: C1=CC=C(C(=C1)C(C2=CC=C(C=C2)Cl)C(Cl)Cl)Cl. Drug 2: CC(C)(C#N)C1=CC(=CC(=C1)CN2C=NC=N2)C(C)(C)C#N. Cell line: MDA-MB-435. Synergy scores: CSS=-3.47, Synergy_ZIP=4.52, Synergy_Bliss=6.35, Synergy_Loewe=-3.68, Synergy_HSA=-0.0987. (10) Drug 1: CC1C(C(CC(O1)OC2CC(CC3=C2C(=C4C(=C3O)C(=O)C5=C(C4=O)C(=CC=C5)OC)O)(C(=O)CO)O)N)O.Cl. Drug 2: C1=NC2=C(N1)C(=S)N=C(N2)N. Cell line: RXF 393. Synergy scores: CSS=38.1, Synergy_ZIP=-10.9, Synergy_Bliss=0.498, Synergy_Loewe=0, Synergy_HSA=2.02.